This data is from Full USPTO retrosynthesis dataset with 1.9M reactions from patents (1976-2016). The task is: Predict the reactants needed to synthesize the given product. (1) Given the product [C:1]1([S:7]([N:10]2[C:14]3=[N:15][CH:16]=[C:17]([CH2:19][CH:20]4[CH2:21][O:22][C:24]([CH3:29])([CH3:25])[O:23]4)[CH:18]=[C:13]3[CH:12]=[CH:11]2)(=[O:9])=[O:8])[CH:2]=[CH:3][CH:4]=[CH:5][CH:6]=1, predict the reactants needed to synthesize it. The reactants are: [C:1]1([S:7]([N:10]2[C:14]3=[N:15][CH:16]=[C:17]([CH2:19][CH:20]([OH:23])[CH2:21][OH:22])[CH:18]=[C:13]3[CH:12]=[CH:11]2)(=[O:9])=[O:8])[CH:6]=[CH:5][CH:4]=[CH:3][CH:2]=1.[C:24]1(C)[CH:29]=CC(S(O)(=O)=O)=C[CH:25]=1.COC(OC)(C)C. (2) Given the product [F:1][C:2]([F:7])([F:6])[C:3]([OH:5])=[O:4].[F:8][C:9]([F:14])([F:13])[C:10]([OH:12])=[O:11].[Cl:22][C:23]1[CH:24]=[N:25][C:26]2[NH:27][C:28]3[CH:29]=[N:30][CH:31]=[C:32]([CH:54]=3)[CH2:33][CH2:34][C:35]3[CH:43]=[C:39]([NH:40][C:41]=1[N:42]=2)[CH:38]=[CH:37][C:36]=3[NH:44][C:45](=[O:53])[CH2:46][CH:47]1[CH2:52][CH2:51][N:50]([S:61]([C:60]2[C:56]([CH3:55])=[N:57][O:58][C:59]=2[CH3:65])(=[O:63])=[O:62])[CH2:49][CH2:48]1, predict the reactants needed to synthesize it. The reactants are: [F:1][C:2]([F:7])([F:6])[C:3]([OH:5])=[O:4].[F:8][C:9]([F:14])([F:13])[C:10]([OH:12])=[O:11].FC(F)(F)C(O)=O.[Cl:22][C:23]1[CH:24]=[N:25][C:26]2[NH:27][C:28]3[CH:29]=[N:30][CH:31]=[C:32]([CH:54]=3)[CH2:33][CH2:34][C:35]3[CH:43]=[C:39]([NH:40][C:41]=1[N:42]=2)[CH:38]=[CH:37][C:36]=3[NH:44][C:45](=[O:53])[CH2:46][CH:47]1[CH2:52][CH2:51][NH:50][CH2:49][CH2:48]1.[CH3:55][C:56]1[C:60]([S:61](Cl)(=[O:63])=[O:62])=[C:59]([CH3:65])[O:58][N:57]=1. (3) The reactants are: [Si]([O:8][CH2:9][C:10]1([NH:15][C:16](=[O:22])[O:17][C:18]([CH3:21])([CH3:20])[CH3:19])[CH2:13][CH:12]([OH:14])[CH2:11]1)(C(C)(C)C)(C)C.[CH3:23]N(C1C2C(N(C)C)=CC=CC=2C=CC=1)C.C[O+](C)C. Given the product [OH:8][CH2:9][C:10]1([NH:15][C:16](=[O:22])[O:17][C:18]([CH3:21])([CH3:20])[CH3:19])[CH2:13][CH:12]([O:14][CH3:23])[CH2:11]1, predict the reactants needed to synthesize it. (4) Given the product [CH3:27][O:26][N:25]([CH3:24])[C:15]([C:11]1[CH:12]=[C:13]2[C:8](=[CH:9][CH:10]=1)[N:7]1[C:18]([O:21][CH3:22])=[N:19][N:20]=[C:6]1[C:5]([NH:4][CH:1]([CH3:2])[CH3:3])=[N:14]2)=[O:17], predict the reactants needed to synthesize it. The reactants are: [CH:1]([NH:4][C:5]1[C:6]2[N:7]([C:18]([O:21][CH3:22])=[N:19][N:20]=2)[C:8]2[C:13]([N:14]=1)=[CH:12][C:11]([C:15]([OH:17])=O)=[CH:10][CH:9]=2)([CH3:3])[CH3:2].Cl.[CH3:24][NH:25][O:26][CH3:27].ON1C2N=CC=CC=2N=N1.C(Cl)CCl. (5) Given the product [CH3:21][Si:20]([CH3:23])([CH3:22])[N:4]1[CH:3]=[C:2]([I:1])[CH:6]=[N:5]1, predict the reactants needed to synthesize it. The reactants are: [I:1][C:2]1[CH:3]=[N:4][NH:5][CH:6]=1.C1COCC1.C(N(CC)CC)C.Cl[Si:20]([CH3:23])([CH3:22])[CH3:21]. (6) Given the product [N:20]1([C:17]2[CH:16]=[CH:15][C:14]([CH:11]3[CH2:12][CH2:13][NH:8][CH2:9][C:10]3([CH3:26])[CH3:25])=[CH:19][CH:18]=2)[CH:24]=[CH:23][N:22]=[CH:21]1, predict the reactants needed to synthesize it. The reactants are: C([N:8]1[CH2:13][CH:12]=[C:11]([C:14]2[CH:19]=[CH:18][C:17]([N:20]3[CH:24]=[CH:23][N:22]=[CH:21]3)=[CH:16][CH:15]=2)[C:10]([CH3:26])([CH3:25])[CH2:9]1)C1C=CC=CC=1.[H][H]. (7) Given the product [C:10]([C:12]1[CH:13]=[CH:14][C:15]([CH:18]2[CH2:23][CH2:22][N:21]([C:24]([C:26]3[CH:27]=[CH:28][C:29]([CH3:45])=[C:30]([NH:32][S:33]([C:36]4[CH:37]=[C:38]([CH:42]=[CH:43][CH:44]=4)[C:39]([NH2:3])=[O:40])(=[O:34])=[O:35])[CH:31]=3)=[O:25])[CH2:20][CH2:19]2)=[CH:16][CH:17]=1)#[N:11], predict the reactants needed to synthesize it. The reactants are: CC[N:3](C(C)C)C(C)C.[C:10]([C:12]1[CH:17]=[CH:16][C:15]([CH:18]2[CH2:23][CH2:22][N:21]([C:24]([C:26]3[CH:27]=[CH:28][C:29]([CH3:45])=[C:30]([NH:32][S:33]([C:36]4[CH:37]=[C:38]([CH:42]=[CH:43][CH:44]=4)[C:39](O)=[O:40])(=[O:35])=[O:34])[CH:31]=3)=[O:25])[CH2:20][CH2:19]2)=[CH:14][CH:13]=1)#[N:11].N.CN(C(ON1N=NC2C=CC=NC1=2)=[N+](C)C)C.F[P-](F)(F)(F)(F)F.